This data is from CYP2C19 inhibition data for predicting drug metabolism from PubChem BioAssay. The task is: Regression/Classification. Given a drug SMILES string, predict its absorption, distribution, metabolism, or excretion properties. Task type varies by dataset: regression for continuous measurements (e.g., permeability, clearance, half-life) or binary classification for categorical outcomes (e.g., BBB penetration, CYP inhibition). Dataset: cyp2c19_veith. (1) The drug is COc1ccc(Oc2ncc3nc(-c4ccc(Cl)cc4)c(=O)n(CCC#N)c3n2)cc1. The result is 0 (non-inhibitor). (2) The molecule is O=C(c1cccc(F)c1)N1CCC[C@@]2(CCN(c3ncccn3)C2)C1. The result is 0 (non-inhibitor). (3) The drug is Cc1cc(NS(=O)(=O)c2ccc(N)cc2)no1. The result is 0 (non-inhibitor). (4) The molecule is COC(=O)N1CCC2(CC1)CN(C(=O)Nc1cccc(F)c1)C2. The result is 0 (non-inhibitor). (5) The molecule is CCN(CC)S(=O)(=O)c1ccc2c(c1)nc(SCC(=O)N1CCOCC1)n2-c1ccccc1OC. The result is 0 (non-inhibitor). (6) The molecule is COc1ccc(CNc2cc(-c3ccccc3Cl)ncn2)c(OC)c1. The result is 1 (inhibitor). (7) The compound is COC(=O)c1c(-c2ccc3ccccc3c2)csc1NC(=O)Cc1ccc(OC)c(OC)c1. The result is 1 (inhibitor). (8) The result is 1 (inhibitor). The compound is CCOC(=O)c1sc(C)c2c(=O)n(Cc3ccc(Cl)cc3)c(C)nc12. (9) The molecule is CN1[C@@H]2CC(OC(=O)[C@H](CO)c3ccccc3)C[C@@H]1[C@H]1O[C@H]12. The result is 0 (non-inhibitor). (10) The drug is CCC[C@@H]1C[C@@]1(CCC)C(NC(=O)c1cccs1)c1ccc(Cl)cc1. The result is 1 (inhibitor).